From a dataset of Forward reaction prediction with 1.9M reactions from USPTO patents (1976-2016). Predict the product of the given reaction. (1) Given the reactants [ClH:1].[OH:2][C:3]1[CH:4]=[N:5][C:6]([N:9]2[CH2:14][CH2:13][N:12](C(OC(C)(C)C)=O)[CH2:11][C@H:10]2[CH3:22])=[N:7][CH:8]=1, predict the reaction product. The product is: [ClH:1].[ClH:1].[CH3:22][C@@H:10]1[CH2:11][NH:12][CH2:13][CH2:14][N:9]1[C:6]1[N:5]=[CH:4][C:3]([OH:2])=[CH:8][N:7]=1. (2) Given the reactants [Cl:1][C:2]1[CH:3]=[C:4]([CH:26]=[CH:27][CH:28]=1)[CH2:5][NH:6][C:7]([C:9]1[CH:25]=[CH:24][C:12]2[S:13][C:14]3[CH:22]=[CH:21][C:20]([F:23])=[CH:19][C:15]=3[C:16](Cl)=[N:17][C:11]=2[CH:10]=1)=[O:8].[NH:29]1[CH2:34][CH2:33][CH2:32][CH2:31][CH2:30]1, predict the reaction product. The product is: [Cl:1][C:2]1[CH:3]=[C:4]([CH:26]=[CH:27][CH:28]=1)[CH2:5][NH:6][C:7]([C:9]1[CH:25]=[CH:24][C:12]2[S:13][C:14]3[CH:22]=[CH:21][C:20]([F:23])=[CH:19][C:15]=3[C:16]([N:29]3[CH2:34][CH2:33][CH2:32][CH2:31][CH2:30]3)=[N:17][C:11]=2[CH:10]=1)=[O:8]. (3) Given the reactants [CH3:1][C:2]1[N:3]=[C:4]([NH:7][C:8]2[N:13]=[CH:12][C:11]([S:14]CCC(OC)=O)=[CH:10][C:9]=2[O:21][C:22]2[CH:27]=[CH:26][CH:25]=[CH:24][CH:23]=2)[S:5][CH:6]=1.[Cl:28][C:29]1[CH:34]=[CH:33][N:32]=[C:31]2[CH2:35][N:36](C(OCC)=O)[CH2:37][C:30]=12.CC([O-])(C)C.[K+].[NH4+].[Cl-:50].[OH-].[K+].Cl, predict the reaction product. The product is: [ClH:28].[ClH:50].[ClH:28].[N:32]1[CH:33]=[CH:34][C:29]([S:14][C:11]2[CH:10]=[C:9]([O:21][C:22]3[CH:23]=[CH:24][CH:25]=[CH:26][CH:27]=3)[C:8]([NH:7][C:4]3[S:5][CH:6]=[C:2]([CH3:1])[N:3]=3)=[N:13][CH:12]=2)=[C:30]2[CH2:37][NH:36][CH2:35][C:31]=12. (4) Given the reactants Br[CH:2]([CH3:19])[C:3]([CH:5]1[CH2:7][CH:6]1[C:8]1[N:18]=[C:11]2[C:12]([CH3:17])=[N:13][CH:14]=[C:15]([CH3:16])[N:10]2[N:9]=1)=O.[CH:20]1([C:23]2[C:24]([NH2:29])=[N:25][CH:26]=[CH:27][CH:28]=2)[CH2:22][CH2:21]1.C(=O)(O)[O-].[Na+], predict the reaction product. The product is: [CH:20]1([C:23]2[C:24]3[N:25]([C:2]([CH3:19])=[C:3]([CH:5]4[CH2:7][CH:6]4[C:8]4[N:18]=[C:11]5[C:12]([CH3:17])=[N:13][CH:14]=[C:15]([CH3:16])[N:10]5[N:9]=4)[N:29]=3)[CH:26]=[CH:27][CH:28]=2)[CH2:22][CH2:21]1. (5) Given the reactants [N:1]1[CH:6]=[CH:5][CH:4]=[CH:3][C:2]=1[CH2:7][NH2:8].C(N(CC)C(C)C)(C)C.Cl[C:19](=[O:25])[C:20]([O:22][CH2:23][CH3:24])=[O:21], predict the reaction product. The product is: [O:25]=[C:19]([NH:8][CH2:7][C:2]1[CH:3]=[CH:4][CH:5]=[CH:6][N:1]=1)[C:20]([O:22][CH2:23][CH3:24])=[O:21]. (6) Given the reactants CO[C:3]([CH:5]1[CH2:9][CH:8]([NH:10][C:11]([C:13]2[S:14][CH:15]=[CH:16][CH:17]=2)=[O:12])[CH:7]([OH:18])[CH2:6]1)=[O:4].[NH2:19][C:20]1[CH:25]=[CH:24][C:23]([N:26]2[CH:31]=[CH:30][CH:29]=[CH:28][C:27]2=[O:32])=[CH:22][C:21]=1[F:33], predict the reaction product. The product is: [F:33][C:21]1[CH:22]=[C:23]([N:26]2[CH:31]=[CH:30][CH:29]=[CH:28][C:27]2=[O:32])[CH:24]=[CH:25][C:20]=1[NH:19][C:3]([C@@H:5]1[CH2:9][C@H:8]([NH:10][C:11]([C:13]2[S:14][CH:15]=[CH:16][CH:17]=2)=[O:12])[C@@H:7]([OH:18])[CH2:6]1)=[O:4]. (7) Given the reactants Cl.[F:2][C:3]1[C:4]([NH:13][C@H:14]2[CH2:18][CH2:17][CH2:16][C@@H:15]2[NH2:19])=[N:5][CH:6]=[C:7]([C:9]([F:12])([F:11])[F:10])[CH:8]=1.[N:20]1[CH:25]=[CH:24][CH:23]=[N:22][C:21]=1[C:26]1[C:27]([C:32](O)=[O:33])=[N:28][CH:29]=[CH:30][CH:31]=1.N1C2C(=NC=CC=2)N(O)N=1.C(Cl)CCl.C(N(CC)CC)C, predict the reaction product. The product is: [F:2][C:3]1[C:4]([NH:13][C@H:14]2[CH2:18][CH2:17][CH2:16][C@@H:15]2[NH:19][C:32]([C:27]2[C:26]([C:21]3[N:20]=[CH:25][CH:24]=[CH:23][N:22]=3)=[CH:31][CH:30]=[CH:29][N:28]=2)=[O:33])=[N:5][CH:6]=[C:7]([C:9]([F:12])([F:10])[F:11])[CH:8]=1. (8) Given the reactants [NH:1]([C:3]1[N:12]=[CH:11][CH:10]=[C:9]2[C:4]=1[CH:5]=[C:6]([C:31]1[CH:36]=[CH:35][CH:34]=[CH:33][CH:32]=1)[C:7]([C:13]1[CH:18]=[CH:17][C:16]([C:19]3([NH:23][C:24](=[O:30])[O:25][C:26]([CH3:29])([CH3:28])[CH3:27])[CH2:22][CH2:21][CH2:20]3)=[CH:15][CH:14]=1)=[N:8]2)[NH2:2].[C:37](N1C=CN=C1)(N1C=CN=C1)=[O:38].C(=O)(O)[O-].[Na+].C(OCC)(=O)C, predict the reaction product. The product is: [OH:38][C:37]1[N:12]2[C:3]([C:4]3[CH:5]=[C:6]([C:31]4[CH:32]=[CH:33][CH:34]=[CH:35][CH:36]=4)[C:7]([C:13]4[CH:18]=[CH:17][C:16]([C:19]5([NH:23][C:24](=[O:30])[O:25][C:26]([CH3:29])([CH3:28])[CH3:27])[CH2:22][CH2:21][CH2:20]5)=[CH:15][CH:14]=4)=[N:8][C:9]=3[CH:10]=[CH:11]2)=[N:1][N:2]=1. (9) The product is: [C:8]1([N:5]2[C:4]([NH2:14])=[C:3]([NH2:1])[CH:7]=[N:6]2)[CH:9]=[CH:10][CH:11]=[CH:12][CH:13]=1. Given the reactants [N:1]([C:3]1[CH:7]=[N:6][N:5]([C:8]2[CH:13]=[CH:12][CH:11]=[CH:10][CH:9]=2)[C:4]=1[NH2:14])=O.CCOC(C)=O.C([O-])(O)=O.[Na+], predict the reaction product.